From a dataset of Reaction yield outcomes from USPTO patents with 853,638 reactions. Predict the reaction yield, written as a fraction of the theoretical maximum amount of product (1.0 means a 100% yield; for example, 0.34 means a 34% yield). (1) The reactants are O[C:2]1[CH:9]=[CH:8][C:5]([CH:6]=[O:7])=[CH:4][C:3]=1[CH3:10].C(=O)([O-])[O-].[K+].[K+].C1(=O)[O:21][CH2:20][CH2:19][O:18]1. The catalyst is CN(C=O)C.C(OCC)(=O)C.O. The product is [OH:18][CH2:19][CH2:20][O:21][C:4]1[C:3]([CH3:10])=[CH:2][CH:9]=[CH:8][C:5]=1[CH:6]=[O:7]. The yield is 0.940. (2) The reactants are Cl[C:2]1[N:7]=[N:6][C:5]([N:8]([CH2:16][C:17]2([C:21]3[C:26]([F:27])=[CH:25][CH:24]=[CH:23][N:22]=3)[CH2:20][CH2:19][CH2:18]2)[C:9](=[O:15])[O:10][C:11]([CH3:14])([CH3:13])[CH3:12])=[CH:4][CH:3]=1.O1CCO[CH2:30][CH2:29]1.C([O-])([O-])=O.[K+].[K+]. The catalyst is CCOC(C)=O.C1C=CC([P]([Pd]([P](C2C=CC=CC=2)(C2C=CC=CC=2)C2C=CC=CC=2)([P](C2C=CC=CC=2)(C2C=CC=CC=2)C2C=CC=CC=2)[P](C2C=CC=CC=2)(C2C=CC=CC=2)C2C=CC=CC=2)(C2C=CC=CC=2)C2C=CC=CC=2)=CC=1. The product is [F:27][C:26]1[C:21]([C:17]2([CH2:16][N:8]([C:5]3[N:6]=[N:7][C:2]([CH:29]=[CH2:30])=[CH:3][CH:4]=3)[C:9](=[O:15])[O:10][C:11]([CH3:14])([CH3:13])[CH3:12])[CH2:20][CH2:19][CH2:18]2)=[N:22][CH:23]=[CH:24][CH:25]=1. The yield is 0.860. (3) The product is [NH2:1][C:2]1[N:7]=[CH:6][N:5]=[C:4]2[N:8]([C@@H:25]3[CH2:30][CH2:29][CH2:28][N:27]([C:31]([C:32](=[CH:48][C:44]([N:41]4[CH2:40][CH2:39][N:38]([CH2:36][CH3:37])[CH2:43][CH2:42]4)([CH3:45])[CH3:47])[C:33]#[N:34])=[O:35])[CH2:26]3)[N:9]=[C:10]([C:11]3[CH:16]=[CH:15][C:14]([O:17][C:18]4[CH:19]=[CH:20][CH:21]=[CH:22][CH:23]=4)=[CH:13][C:12]=3[F:24])[C:3]=12. The reactants are [NH2:1][C:2]1[N:7]=[CH:6][N:5]=[C:4]2[N:8]([C@@H:25]3[CH2:30][CH2:29][CH2:28][N:27]([C:31](=[O:35])[CH2:32][C:33]#[N:34])[CH2:26]3)[N:9]=[C:10]([C:11]3[CH:16]=[CH:15][C:14]([O:17][C:18]4[CH:23]=[CH:22][CH:21]=[CH:20][CH:19]=4)=[CH:13][C:12]=3[F:24])[C:3]=12.[CH2:36]([N:38]1[CH2:43][CH2:42][N:41]([C:44]([CH3:48])([CH3:47])[CH:45]=O)[CH2:40][CH2:39]1)[CH3:37].N1CCCC1.Cl[Si](C)(C)C.C([O-])(O)=O.[Na+]. The catalyst is C(Cl)Cl. The yield is 0.723. (4) The reactants are [Cl:1][C:2]1[CH:3]=[C:4]([N:10]2[CH:22]([CH:23]3[CH2:27][CH2:26][CH2:25][CH2:24]3)[CH:21]3[C:12]([C:13]4[CH:14]=[CH:15][C:16]([C:28](O)=[O:29])=[N:17][C:18]=4[CH2:19][CH2:20]3)=[N:11]2)[CH:5]=[CH:6][C:7]=1[C:8]#[N:9].[CH2:31]([CH2:33][NH2:34])[OH:32].CCN(C(C)C)C(C)C.CN(C(ON1N=NC2C=CC=NC1=2)=[N+](C)C)C.F[P-](F)(F)(F)(F)F. The catalyst is ClCCl.O.CN(C=O)C. The product is [Cl:1][C:2]1[CH:3]=[C:4]([N:10]2[CH:22]([CH:23]3[CH2:24][CH2:25][CH2:26][CH2:27]3)[CH:21]3[C:12]([C:13]4[CH:14]=[CH:15][C:16]([C:28]([NH:34][CH2:33][CH2:31][OH:32])=[O:29])=[N:17][C:18]=4[CH2:19][CH2:20]3)=[N:11]2)[CH:5]=[CH:6][C:7]=1[C:8]#[N:9]. The yield is 0.192. (5) The reactants are [CH3:1][C:2]1[C:3]([NH2:8])=[N:4][O:5][C:6]=1[CH3:7].C(N(CC)CC)C.Cl[C:17]([O:19][C:20]1[CH:25]=[CH:24][CH:23]=[CH:22][CH:21]=1)=[O:18]. The catalyst is C(#N)C.C1COCC1. The product is [CH3:1][C:2]1[C:3]([NH:8][C:17](=[O:18])[O:19][C:20]2[CH:25]=[CH:24][CH:23]=[CH:22][CH:21]=2)=[N:4][O:5][C:6]=1[CH3:7]. The yield is 0.830. (6) The reactants are Cl.[CH3:2][O:3][C:4](=[O:7])[CH2:5][NH2:6].[CH2:8](N(CC)CC)C.C[C:16](=O)[CH2:17][CH3:18].C(O[BH-](OC(=O)C)OC(=O)C)(=O)C.[Na+]. The catalyst is CO.CC(O)=O. The product is [CH3:2][O:3][C:4](=[O:7])[CH2:5][NH:6][CH2:8][CH:17]([CH3:16])[CH3:18]. The yield is 0.280.